Dataset: Forward reaction prediction with 1.9M reactions from USPTO patents (1976-2016). Task: Predict the product of the given reaction. (1) Given the reactants [OH:1][C:2]1[CH:7]=[CH:6][C:5]([C:8](=[O:10])[CH3:9])=[CH:4][C:3]=1[CH3:11].[S:12](O[S:12]([C:15]([F:18])([F:17])[F:16])(=[O:14])=[O:13])([C:15]([F:18])([F:17])[F:16])(=[O:14])=[O:13].C(N(CC)CC)C, predict the reaction product. The product is: [F:16][C:15]([F:18])([F:17])[S:12]([O:1][C:2]1[CH:7]=[CH:6][C:5]([C:8](=[O:10])[CH3:9])=[CH:4][C:3]=1[CH3:11])(=[O:14])=[O:13]. (2) Given the reactants [F:1][C:2]1[CH:7]=[CH:6][C:5]([C:8]2[O:9][C:10]3[CH:20]=[CH:19][C:18]([C:21]4[C:22]([CH3:32])=[CH:23][C:24]([O:30][CH3:31])=[C:25]([CH:29]=4)[C:26](O)=[O:27])=[CH:17][C:11]=3[C:12]=2[C:13](=[O:16])[NH:14][CH3:15])=[CH:4][CH:3]=1.[CH3:33][C:34]1[O:38][C:37]([C:39]2([NH2:42])[CH2:41][CH2:40]2)=[N:36][CH:35]=1.C1C=CC2N(O)N=NC=2C=1.CCN=C=NCCCN(C)C.Cl.C(N(C(C)C)CC)(C)C, predict the reaction product. The product is: [F:1][C:2]1[CH:3]=[CH:4][C:5]([C:8]2[O:9][C:10]3[CH:20]=[CH:19][C:18]([C:21]4[CH:29]=[C:25]([C:26](=[O:27])[NH:42][C:39]5([C:37]6[O:38][C:34]([CH3:33])=[CH:35][N:36]=6)[CH2:41][CH2:40]5)[C:24]([O:30][CH3:31])=[CH:23][C:22]=4[CH3:32])=[CH:17][C:11]=3[C:12]=2[C:13]([NH:14][CH3:15])=[O:16])=[CH:6][CH:7]=1. (3) Given the reactants Br[C:2]1[CH:3]=[C:4]2[C:9](=[CH:10][CH:11]=1)[CH:8]=[C:7]([OH:12])[CH:6]=[CH:5]2.[CH3:13][O:14][C:15]1[CH:20]=[CH:19][C:18](B(O)O)=[CH:17][CH:16]=1, predict the reaction product. The product is: [CH3:13][O:14][C:15]1[CH:20]=[CH:19][C:18]([C:2]2[CH:3]=[C:4]3[C:9](=[CH:10][CH:11]=2)[CH:8]=[C:7]([OH:12])[CH:6]=[CH:5]3)=[CH:17][CH:16]=1. (4) Given the reactants [CH:1]1([CH2:4][N:5]2[C:10](=[O:11])[C:9]([CH2:12]OS(C)(=O)=O)=[CH:8][C:7]([C:18]3[CH:23]=[CH:22][C:21]([O:24][CH3:25])=[C:20]([F:26])[CH:19]=3)=[N:6]2)[CH2:3][CH2:2]1.[CH3:27][NH:28][CH3:29], predict the reaction product. The product is: [CH:1]1([CH2:4][N:5]2[C:10](=[O:11])[C:9]([CH2:12][N:28]([CH3:29])[CH3:27])=[CH:8][C:7]([C:18]3[CH:23]=[CH:22][C:21]([O:24][CH3:25])=[C:20]([F:26])[CH:19]=3)=[N:6]2)[CH2:3][CH2:2]1. (5) Given the reactants [F:1][C:2]1[CH:3]=[C:4]([OH:8])[CH:5]=[CH:6][CH:7]=1.[CH2:9]([N:16]1[CH2:21][CH2:20][N:19]2[N:22]=[C:23]([CH2:25]O)[CH:24]=[C:18]2[C:17]1=[O:27])[C:10]1[CH:15]=[CH:14][CH:13]=[CH:12][CH:11]=1.C1(P(C2C=CC=CC=2)C2C=CC=CC=2)C=CC=CC=1, predict the reaction product. The product is: [CH2:9]([N:16]1[CH2:21][CH2:20][N:19]2[N:22]=[C:23]([CH2:25][O:8][C:4]3[CH:5]=[CH:6][CH:7]=[C:2]([F:1])[CH:3]=3)[CH:24]=[C:18]2[C:17]1=[O:27])[C:10]1[CH:11]=[CH:12][CH:13]=[CH:14][CH:15]=1. (6) Given the reactants [C:1]([O:5][C:6]([N:8]1[CH2:13][CH2:12][C:11](=O)[CH:10]([C:15]([C:17]23[CH2:22][CH:21]2[CH2:20][CH2:19][CH2:18]3)=O)[CH2:9]1)=[O:7])([CH3:4])([CH3:3])[CH3:2].[NH2:23][NH2:24].O, predict the reaction product. The product is: [C:1]([O:5][C:6]([N:8]1[CH2:13][CH2:12][C:11]2[NH:23][N:24]=[C:15]([C:17]34[CH2:22][CH:21]3[CH2:20][CH2:19][CH2:18]4)[C:10]=2[CH2:9]1)=[O:7])([CH3:4])([CH3:3])[CH3:2]. (7) Given the reactants [NH2:1][OH:2].O.[N:4]1[S:5][N:6]=[C:7]2[CH:12]=[C:11]([S:13](Cl)(=[O:15])=[O:14])[CH:10]=[CH:9][C:8]=12.S(Cl)(Cl)(=O)=O, predict the reaction product. The product is: [OH:2][NH:1][S:13]([C:11]1[CH:10]=[CH:9][C:8]2=[N:4][S:5][N:6]=[C:7]2[CH:12]=1)(=[O:15])=[O:14].